This data is from Reaction yield outcomes from USPTO patents with 853,638 reactions. The task is: Predict the reaction yield, written as a fraction of the theoretical maximum amount of product (1.0 means a 100% yield; for example, 0.34 means a 34% yield). (1) The reactants are [Cl-].O[NH3+:3].[C:4](=[O:7])([O-])[OH:5].[Na+].CS(C)=O.[CH2:13]([N:20]1[C:25](=[O:26])[C:24]([CH2:27][C:28]2[CH:33]=[CH:32][C:31]([C:34]3[C:35]([C:40]#[N:41])=[CH:36][CH:37]=[CH:38][CH:39]=3)=[CH:30][CH:29]=2)=[C:23]([CH2:42][CH2:43][CH2:44][CH3:45])[N:22]=[C:21]1[CH2:46][CH3:47])[C:14]1[CH:19]=[CH:18][CH:17]=[CH:16][CH:15]=1. The catalyst is C(OCC)(=O)C. The product is [CH2:13]([N:20]1[C:25](=[O:26])[C:24]([CH2:27][C:28]2[CH:33]=[CH:32][C:31]([C:34]3[CH:39]=[CH:38][CH:37]=[CH:36][C:35]=3[C:40]3[NH:3][C:4](=[O:7])[O:5][N:41]=3)=[CH:30][CH:29]=2)=[C:23]([CH2:42][CH2:43][CH2:44][CH3:45])[N:22]=[C:21]1[CH2:46][CH3:47])[C:14]1[CH:15]=[CH:16][CH:17]=[CH:18][CH:19]=1. The yield is 0.650. (2) The reactants are [CH3:1][O:2][C:3](=[O:11])[C:4]1[CH:9]=[C:8]([NH2:10])[CH:7]=[N:6][CH:5]=1.[Br:12][C:13]1[CH:14]=[CH:15][C:16]([O:23][CH3:24])=[C:17]([S:19](Cl)(=[O:21])=[O:20])[CH:18]=1. The catalyst is N1C=CC=CC=1.CN(C1C=CN=CC=1)C. The product is [CH3:1][O:2][C:3](=[O:11])[C:4]1[CH:9]=[C:8]([NH:10][S:19]([C:17]2[CH:18]=[C:13]([Br:12])[CH:14]=[CH:15][C:16]=2[O:23][CH3:24])(=[O:20])=[O:21])[CH:7]=[N:6][CH:5]=1. The yield is 0.700. (3) The reactants are [CH3:1][O:2][C:3]1[CH:8]=[CH:7][CH:6]=[CH:5][C:4]=1[CH:9]1[CH2:14][CH2:13][CH2:12][CH2:11][CH:10]1[CH2:15][C:16]([OH:18])=O.C(Cl)(=O)C(Cl)=O.ClCCl.CN(C=O)C. The catalyst is Cl[Ti](Cl)(Cl)Cl.C(OCC)(=O)C. The product is [CH3:1][O:2][C:3]1[CH:8]=[CH:7][CH:6]=[C:5]2[C:4]=1[CH:9]1[CH:10]([CH2:15][C:16]2=[O:18])[CH2:11][CH2:12][CH2:13][CH2:14]1. The yield is 0.720. (4) The reactants are [CH3:1][O:2][C:3]1[CH:8]=[CH:7][C:6]([NH2:9])=[CH:5][CH:4]=1.C1COCC1.[C:15]([NH:25][C@@H:26]([C:29](O)=[O:30])[CH2:27][OH:28])([O:17][CH2:18][C:19]1[CH:24]=[CH:23][CH:22]=[CH:21][CH:20]=1)=[O:16].CCN=C=NCCCN(C)C. The catalyst is C(Cl)Cl. The product is [CH2:18]([O:17][C:15](=[O:16])[NH:25][C@H:26]([CH2:29][OH:30])[C:27]([NH:9][C:6]1[CH:7]=[CH:8][C:3]([O:2][CH3:1])=[CH:4][CH:5]=1)=[O:28])[C:19]1[CH:20]=[CH:21][CH:22]=[CH:23][CH:24]=1. The yield is 0.900. (5) The product is [Cl:1][C:2]1[CH:9]=[C:8]([N:10]([CH2:16][C:17]2[CH:22]=[CH:21][CH:20]=[CH:19][C:18]=2[Cl:23])[C@H:11]2[CH2:15][CH2:14][N:13]([CH2:25][CH2:26][O:27][CH3:28])[CH2:12]2)[CH:7]=[CH:6][C:3]=1[C:4]#[N:5]. The reactants are [Cl:1][C:2]1[CH:9]=[C:8]([N:10]([CH2:16][C:17]2[CH:22]=[CH:21][CH:20]=[CH:19][C:18]=2[Cl:23])[C@H:11]2[CH2:15][CH2:14][NH:13][CH2:12]2)[CH:7]=[CH:6][C:3]=1[C:4]#[N:5].Br[CH2:25][CH2:26][O:27][CH3:28]. No catalyst specified. The yield is 0.800.